From a dataset of Reaction yield outcomes from USPTO patents with 853,638 reactions. Predict the reaction yield, written as a fraction of the theoretical maximum amount of product (1.0 means a 100% yield; for example, 0.34 means a 34% yield). (1) The reactants are C1C=CC2N(O)[N:8]=[N:7]C=2C=1.CCN=C=NCCCN(C)C.[Cl:22][C:23]1[CH:24]=[C:25]([CH:29]=[CH:30][N:31]=1)[C:26](O)=[O:27].O.NN. The catalyst is C(#N)C. The product is [Cl:22][C:23]1[CH:24]=[C:25]([CH:29]=[CH:30][N:31]=1)[C:26]([NH:7][NH2:8])=[O:27]. The yield is 0.570. (2) The reactants are [CH3:1][C:2]1[C:7]([CH2:8][C:9]([O:11][CH3:12])=[O:10])=[C:6]([C:13]2[CH:18]=[CH:17][C:16]([CH3:19])=[CH:15][CH:14]=2)[N:5]=[C:4]([N:20]2[CH2:25][CH2:24][CH2:23][CH2:22][CH2:21]2)[N:3]=1.[Li+].C[Si]([N-][Si](C)(C)C)(C)C.I[CH2:37][CH2:38][CH3:39]. The catalyst is CN(C=O)C. The product is [CH3:1][C:2]1[C:7]([CH:8]([CH2:37][CH2:38][CH3:39])[C:9]([O:11][CH3:12])=[O:10])=[C:6]([C:13]2[CH:18]=[CH:17][C:16]([CH3:19])=[CH:15][CH:14]=2)[N:5]=[C:4]([N:20]2[CH2:21][CH2:22][CH2:23][CH2:24][CH2:25]2)[N:3]=1. The yield is 0.340. (3) The reactants are [O:1]1[C:9]2[CH:8]=[CH:7][N:6]=[CH:5][C:4]=2[N:3]=[C:2]1[C:10]1[C:11]([NH2:16])=[N:12][CH:13]=[CH:14][N:15]=1.[Br:17]N1C(=O)CCC1=O. The catalyst is C(O)(=O)C.O. The product is [Br:17][C:14]1[N:15]=[C:10]([C:2]2[O:1][C:9]3[CH:8]=[CH:7][N:6]=[CH:5][C:4]=3[N:3]=2)[C:11]([NH2:16])=[N:12][CH:13]=1. The yield is 0.720. (4) The reactants are [Cl:1][C:2]1[CH:3]=[CH:4][C:5]([S:8][CH2:9][C:10]([OH:12])=O)=[N:6][CH:7]=1.CN(C(ON1N=NC2C=CC=NC1=2)=[N+](C)C)C.F[P-](F)(F)(F)(F)F.[CH3:37][C:38]1[CH:39]=[CH:40][CH:41]=[C:42]2[C:47]=1[NH:46][CH2:45][CH2:44][CH2:43]2.CCN(C(C)C)C(C)C. The catalyst is C(Cl)Cl.CN(C=O)C. The product is [Cl:1][C:2]1[CH:3]=[CH:4][C:5]([S:8][CH2:9][C:10]([N:46]2[C:47]3[C:42](=[CH:41][CH:40]=[CH:39][C:38]=3[CH3:37])[CH2:43][CH2:44][CH2:45]2)=[O:12])=[N:6][CH:7]=1. The yield is 0.200. (5) The reactants are [O:1]1[CH:5]=[CH:4][CH:3]=[C:2]1[C:6]1[CH:7]=[C:8]([O:16][CH3:17])[C:9]([O:14][CH3:15])=[C:10]([CH:13]=1)[C:11]#[N:12].CON(C)[C:21](=[O:37])[CH:22]([O:35][CH3:36])[C:23]1[CH:28]=[CH:27][C:26]([C:29]2[O:30][C:31]([CH3:34])=[N:32][N:33]=2)=[CH:25][CH:24]=1. No catalyst specified. The product is [CH3:15][O:14][C:9]1[C:8]([O:16][CH3:17])=[CH:7][C:6]([C:2]2[O:1][C:5]([C:21](=[O:37])[CH:22]([O:35][CH3:36])[C:23]3[CH:24]=[CH:25][C:26]([C:29]4[O:30][C:31]([CH3:34])=[N:32][N:33]=4)=[CH:27][CH:28]=3)=[CH:4][CH:3]=2)=[CH:13][C:10]=1[C:11]#[N:12]. The yield is 0.130. (6) The reactants are [CH2:1]([CH:4]([C:8]1[CH:28]=[CH:27][C:11]([O:12][CH2:13][C:14]2[CH:19]=[CH:18][C:17]([C:20]3[CH:21]=[C:22]([CH2:25]Cl)[S:23][CH:24]=3)=[CH:16][CH:15]=2)=[CH:10][CH:9]=1)[CH2:5][CH2:6][CH3:7])[CH2:2][CH3:3].[CH3:29][O:30][C:31](=[O:39])[C:32]1[CH:37]=[C:36]([OH:38])[CH:35]=[N:34][CH:33]=1.C(=O)([O-])[O-].[Cs+].[Cs+].[I-].[K+]. The catalyst is [Br-].C([N+](CCCC)(CCCC)CCCC)CCC.C(OCC)(=O)C.CN(C)C(=O)C. The product is [CH3:29][O:30][C:31](=[O:39])[C:32]1[CH:37]=[C:36]([O:38][CH2:25][C:22]2[S:23][CH:24]=[C:20]([C:17]3[CH:18]=[CH:19][C:14]([CH2:13][O:12][C:11]4[CH:27]=[CH:28][C:8]([CH:4]([CH2:5][CH2:6][CH3:7])[CH2:1][CH2:2][CH3:3])=[CH:9][CH:10]=4)=[CH:15][CH:16]=3)[CH:21]=2)[CH:35]=[N:34][CH:33]=1. The yield is 0.810.